This data is from Catalyst prediction with 721,799 reactions and 888 catalyst types from USPTO. The task is: Predict which catalyst facilitates the given reaction. Reactant: [Br:1][C:2]1[CH:3]=[C:4]([CH2:8][CH2:9][CH2:10]O)[CH:5]=[CH:6][CH:7]=1.[CH2:12]([N:14](CC)CC)C.C1(C)C=CC(S(Cl)(=O)=O)=CC=1. Product: [Br:1][C:2]1[CH:3]=[C:4]([CH2:8][CH2:9][CH2:10][C:12]#[N:14])[CH:5]=[CH:6][CH:7]=1. The catalyst class is: 119.